Dataset: Forward reaction prediction with 1.9M reactions from USPTO patents (1976-2016). Task: Predict the product of the given reaction. (1) Given the reactants B.C1COCC1.[Br:7][C:8]1[CH:13]=[CH:12][C:11]([NH:14][C@@H:15]2[CH2:23][N:22]3[C@H:17]([CH2:18][O:19][CH2:20][C:21]3=O)[CH2:16]2)=[C:10]([N+:25]([O-:27])=[O:26])[CH:9]=1, predict the reaction product. The product is: [Br:7][C:8]1[CH:13]=[CH:12][C:11]([NH:14][C@@H:15]2[CH2:23][N:22]3[C@H:17]([CH2:18][O:19][CH2:20][CH2:21]3)[CH2:16]2)=[C:10]([N+:25]([O-:27])=[O:26])[CH:9]=1. (2) Given the reactants [C:1]1(C2C=CC=CC=2)[CH:6]=[CH:5][CH:4]=[CH:3][C:2]=1[CH2:7][N:8]1[CH:12]=[CH:11][CH:10]=[C:9]1[CH2:13][CH3:14].C1(C2C=CC=CC=2)C=CC=CC=1CN.C(N(CC)CC)C, predict the reaction product. The product is: [CH2:7]([N:8]1[CH:12]=[CH:11][CH:10]=[C:9]1[CH2:13][CH3:14])[C:2]1[CH:3]=[CH:4][CH:5]=[CH:6][CH:1]=1. (3) Given the reactants Br[C:2]1[N:6]([CH2:7][C:8]([O:10][CH3:11])=[O:9])[N:5]=[C:4]([C:12]([F:15])([F:14])[F:13])[CH:3]=1.[CH2:16]([Sn](CCCC)(CCCC)CC=C)[CH2:17][CH2:18]C, predict the reaction product. The product is: [CH2:18]([C:2]1[N:6]([CH2:7][C:8]([O:10][CH3:11])=[O:9])[N:5]=[C:4]([C:12]([F:15])([F:14])[F:13])[CH:3]=1)[CH:17]=[CH2:16]. (4) Given the reactants [OH:1][C:2]([C:4]([F:7])([F:6])[F:5])=[O:3].[F:8][C:9]1[C:22]([OH:23])=[CH:21][C:20]2[C@:19]34[CH2:24][CH2:25][NH:26][C@@H:13]([C@@H:14]3[CH2:15][CH2:16][CH2:17][CH2:18]4)[CH2:12][C:11]=2[CH:10]=1.[Br:27]Br.[OH-].[NH4+], predict the reaction product. The product is: [OH:3][C:2]([C:4]([F:7])([F:6])[F:5])=[O:1].[Br:27][C:21]1[C:20]2[C@:19]34[CH2:24][CH2:25][NH:26][C@@H:13]([C@@H:14]3[CH2:15][CH2:16][CH2:17][CH2:18]4)[CH2:12][C:11]=2[CH:10]=[C:9]([F:8])[C:22]=1[OH:23]. (5) The product is: [CH2:22]([O:21][C:16]1[CH:15]=[CH:14][C:13]2[C@H:11]3[C@H:10]([CH2:9][NH:8][CH2:12]3)[O:20][CH2:19][C:18]=2[CH:17]=1)[C:23]1[CH:24]=[CH:25][CH:26]=[CH:27][CH:28]=1. Given the reactants C([N:8]1[CH2:12][C@H:11]2[C:13]3[CH:14]=[CH:15][C:16]([O:21][CH2:22][C:23]4[CH:28]=[CH:27][CH:26]=[CH:25][CH:24]=4)=[CH:17][C:18]=3[CH2:19][O:20][C@H:10]2[CH2:9]1)C1C=CC=CC=1.ClC(OC(Cl)C)=O.C(#N)C.CO, predict the reaction product. (6) Given the reactants [Cl-].CS(C)=O.[F:6][C:7]1[CH:12]=[CH:11][C:10]([CH2:13][N:14]2[CH2:19][CH2:18][CH:17]([CH2:20][OH:21])[CH2:16][CH2:15]2)=[CH:9][CH:8]=1.CCN(CC)CC, predict the reaction product. The product is: [F:6][C:7]1[CH:12]=[CH:11][C:10]([CH2:13][N:14]2[CH2:19][CH2:18][CH:17]([CH:20]=[O:21])[CH2:16][CH2:15]2)=[CH:9][CH:8]=1.